From a dataset of Peptide-MHC class I binding affinity with 185,985 pairs from IEDB/IMGT. Regression. Given a peptide amino acid sequence and an MHC pseudo amino acid sequence, predict their binding affinity value. This is MHC class I binding data. (1) The peptide sequence is RPKPDYSAM. The MHC is HLA-A11:01 with pseudo-sequence HLA-A11:01. The binding affinity (normalized) is 0.0847. (2) The peptide sequence is LVFLILCFT. The MHC is HLA-A68:02 with pseudo-sequence HLA-A68:02. The binding affinity (normalized) is 0.186. (3) The peptide sequence is PPPRKKRTV. The MHC is Mamu-A01 with pseudo-sequence Mamu-A01. The binding affinity (normalized) is 0. (4) The peptide sequence is RTATLILAGV. The MHC is HLA-A02:06 with pseudo-sequence HLA-A02:06. The binding affinity (normalized) is 0.848. (5) The peptide sequence is RLLAHVIQK. The MHC is Mamu-B6601 with pseudo-sequence Mamu-B6601. The binding affinity (normalized) is 0.612. (6) The peptide sequence is SFYLELDTI. The MHC is Mamu-B01 with pseudo-sequence Mamu-B01. The binding affinity (normalized) is 0.596. (7) The peptide sequence is ALMIAAQVVV. The MHC is HLA-A02:02 with pseudo-sequence HLA-A02:02. The binding affinity (normalized) is 0.638. (8) The peptide sequence is MLLIAQAEA. The MHC is HLA-A02:03 with pseudo-sequence HLA-A02:03. The binding affinity (normalized) is 0.555.